From a dataset of Catalyst prediction with 721,799 reactions and 888 catalyst types from USPTO. Predict which catalyst facilitates the given reaction. (1) Reactant: [NH:1]1[C:9]2[C:4](=[CH:5][CH:6]=[CH:7][N:8]=2)[C:3]([C:10](=[O:14])[C:11]([O-:13])=O)=[CH:2]1.[K+].[CH3:16][C@H:17]1[NH:22][CH2:21][CH2:20][N:19]([C:23](=[O:30])[C:24]2[CH:29]=[CH:28][CH:27]=[CH:26][CH:25]=2)[CH2:18]1.C(OP(ON1C(=O)C2C=CC=CC=2N=N1)(OCC)=O)C.CCN(C(C)C)C(C)C. Product: [C:23]([N:19]1[CH2:20][CH2:21][NH:22][C@@:17]([CH3:16])([C:11](=[O:13])[C:10]([C:3]2[C:4]3[C:9](=[N:8][CH:7]=[CH:6][CH:5]=3)[NH:1][CH:2]=2)=[O:14])[CH2:18]1)(=[O:30])[C:24]1[CH:25]=[CH:26][CH:27]=[CH:28][CH:29]=1. The catalyst class is: 3. (2) Reactant: [F:1][C:2]1[CH:3]=[C:4]([C:17]2[CH:22]=[CH:21][C:20]([S:23]([CH3:26])(=[O:25])=[O:24])=[CH:19][CH:18]=2)[CH:5]=[C:6]([F:16])[C:7]=1[O:8][CH:9]1[CH2:14][CH2:13][CH:12]([NH2:15])[CH2:11][CH2:10]1.C([O-])([O-])=O.[K+].[K+].[C:33](Cl)(=[O:38])[CH2:34][CH:35]([CH3:37])[CH3:36]. Product: [F:16][C:6]1[CH:5]=[C:4]([C:17]2[CH:22]=[CH:21][C:20]([S:23]([CH3:26])(=[O:25])=[O:24])=[CH:19][CH:18]=2)[CH:3]=[C:2]([F:1])[C:7]=1[O:8][CH:9]1[CH2:10][CH2:11][CH:12]([NH:15][C:33](=[O:38])[CH2:34][CH:35]([CH3:37])[CH3:36])[CH2:13][CH2:14]1. The catalyst class is: 3. (3) Reactant: C(O)C.[CH:4]1([N:8]2[CH2:13][CH2:12][CH:11]([O:14][C:15]3[CH:20]=[CH:19][C:18]([N:21]4[CH:25]=[CH:24][C:23]([C:26]([O:28]C)=[O:27])=[CH:22]4)=[CH:17][CH:16]=3)[CH2:10][CH2:9]2)[CH2:7][CH2:6][CH2:5]1.[OH-].[Na+]. Product: [CH:4]1([N:8]2[CH2:13][CH2:12][CH:11]([O:14][C:15]3[CH:16]=[CH:17][C:18]([N:21]4[CH:25]=[CH:24][C:23]([C:26]([OH:28])=[O:27])=[CH:22]4)=[CH:19][CH:20]=3)[CH2:10][CH2:9]2)[CH2:5][CH2:6][CH2:7]1. The catalyst class is: 6. (4) Reactant: I[C:2]1[CH:3]=[CH:4][C:5]2[N:6]([CH:8]=[C:9]([NH:11][C:12]([CH:14]3[CH2:16][CH2:15]3)=[O:13])[N:10]=2)[N:7]=1.[NH2:17][C:18]1[CH:19]=[C:20]([OH:26])[C:21]([Cl:25])=[CH:22][C:23]=1[F:24].C(=O)([O-])[O-].[K+].[K+]. Product: [NH2:17][C:18]1[C:23]([F:24])=[CH:22][C:21]([Cl:25])=[C:20]([CH:19]=1)[O:26][C:2]1[CH:3]=[CH:4][C:5]2[N:6]([CH:8]=[C:9]([NH:11][C:12]([CH:14]3[CH2:16][CH2:15]3)=[O:13])[N:10]=2)[N:7]=1. The catalyst class is: 9. (5) Reactant: [C:1]([C:3]1[CH:4]=[C:5]([CH:9]=[CH:10][C:11]=1F)[C:6]([OH:8])=[O:7])#[N:2].O.[NH2:14][NH2:15]. Product: [NH2:2][C:1]1[C:3]2[C:11](=[CH:10][CH:9]=[C:5]([C:6]([OH:8])=[O:7])[CH:4]=2)[NH:15][N:14]=1. The catalyst class is: 8.